This data is from Reaction yield outcomes from USPTO patents with 853,638 reactions. The task is: Predict the reaction yield, written as a fraction of the theoretical maximum amount of product (1.0 means a 100% yield; for example, 0.34 means a 34% yield). (1) The reactants are Br[C:2]1[CH:7]=[CH:6][CH:5]=[C:4]([F:8])[CH:3]=1.CON(C)[C:12]([C@@H:14]1[CH2:19][CH2:18][CH2:17][N:16]([C:20]([O:22][C:23]([CH3:26])([CH3:25])[CH3:24])=[O:21])[CH2:15]1)=[O:13]. The catalyst is C1COCC1. The product is [F:8][C:4]1[CH:3]=[C:2]([CH:7]=[CH:6][CH:5]=1)[C:12]([C@@H:14]1[CH2:19][CH2:18][CH2:17][N:16]([C:20]([O:22][C:23]([CH3:26])([CH3:25])[CH3:24])=[O:21])[CH2:15]1)=[O:13]. The yield is 1.00. (2) The yield is 0.840. The product is [Br:1][C:2]1[C:3]([CH3:19])=[C:4]([C:7]([O:9][CH3:10])=[O:8])[S:5][CH:6]=1. The catalyst is O1CCOCC1.O.C1C=CC([P]([Pd]([P](C2C=CC=CC=2)(C2C=CC=CC=2)C2C=CC=CC=2)([P](C2C=CC=CC=2)(C2C=CC=CC=2)C2C=CC=CC=2)[P](C2C=CC=CC=2)(C2C=CC=CC=2)C2C=CC=CC=2)(C2C=CC=CC=2)C2C=CC=CC=2)=CC=1. The reactants are [Br:1][C:2]1[C:3](OS(C(F)(F)F)(=O)=O)=[C:4]([C:7]([O:9][CH3:10])=[O:8])[S:5][CH:6]=1.[C:19]([O-])([O-])=O.[K+].[K+].CB(O)O. (3) The reactants are C(OC(=O)[NH:7][CH2:8][C:9]1[S:10][C:11]([C:14]2[C:15]3[C:16]4[CH:29]=[CH:28][S:27][C:17]=4[C:18](=[O:26])[NH:19][C:20]=3[CH:21]=[CH:22][C:23]=2[O:24]C)=[CH:12][CH:13]=1)(C)(C)C.BrB(Br)Br. No catalyst specified. The product is [NH2:7][CH2:8][C:9]1[S:10][C:11]([C:14]2[C:15]3[C:16]4[CH:29]=[CH:28][S:27][C:17]=4[C:18](=[O:26])[NH:19][C:20]=3[CH:21]=[CH:22][C:23]=2[OH:24])=[CH:12][CH:13]=1. The yield is 0.910. (4) The reactants are [CH3:1][O:2][CH2:3][C:4]1[S:8][C:7]([NH2:9])=[N:6][N:5]=1.[C:10](O[C:10]([O:12][C:13]([CH3:16])([CH3:15])[CH3:14])=[O:11])([O:12][C:13]([CH3:16])([CH3:15])[CH3:14])=[O:11]. The catalyst is ClCCl. The product is [CH3:1][O:2][CH2:3][C:4]1[S:8][C:7]([NH:9][C:10](=[O:11])[O:12][C:13]([CH3:16])([CH3:15])[CH3:14])=[N:6][N:5]=1. The yield is 0.881. (5) The reactants are [Br:1][C:2]1[CH:9]=[CH:8][C:5]([CH:6]=O)=[C:4]([F:10])[CH:3]=1.[C:11]([NH2:15])([CH3:14])([CH3:13])[CH3:12]. The catalyst is C(Cl)Cl. The product is [Br:1][C:2]1[CH:9]=[CH:8][C:5]([CH:6]=[N:15][C:11]([CH3:14])([CH3:13])[CH3:12])=[C:4]([F:10])[CH:3]=1. The yield is 0.780. (6) The reactants are [CH:1]1([N:4]2[C:8]([C:9]3[CH:14]=[CH:13][N:12]=[CH:11][CH:10]=3)=[N:7][NH:6][C:5]2=S)[CH2:3][CH2:2]1. The catalyst is [Ni].CCO. The product is [CH:1]1([N:4]2[CH:5]=[N:6][N:7]=[C:8]2[C:9]2[CH:10]=[CH:11][N:12]=[CH:13][CH:14]=2)[CH2:3][CH2:2]1. The yield is 0.723.